This data is from Reaction yield outcomes from USPTO patents with 853,638 reactions. The task is: Predict the reaction yield, written as a fraction of the theoretical maximum amount of product (1.0 means a 100% yield; for example, 0.34 means a 34% yield). (1) The reactants are C([O:9][CH2:10][C@@H:11]1[C@@H:15]([F:16])[C@:14]([O:18]C(=O)C2C=CC=CC=2)([CH3:17])[C@H:13]([N:27]2[CH:35]=[N:34][C:33]3[C:28]2=[N:29][C:30]([NH2:37])=[N:31][C:32]=3Cl)[O:12]1)(=O)C1C=CC=CC=1.[CH3:38][O-:39].[Na+]. The catalyst is CO. The product is [NH2:37][C:30]1[N:29]=[C:28]2[C:33]([N:34]=[CH:35][N:27]2[C@H:13]2[C@:14]([CH3:17])([OH:18])[C@H:15]([F:16])[C@@H:11]([CH2:10][OH:9])[O:12]2)=[C:32]([O:39][CH3:38])[N:31]=1. The yield is 0.880. (2) The reactants are [CH3:1][C:2]1[NH:3][C:4]2[C:9]([CH:10]=1)=[CH:8][CH:7]=[CH:6][C:5]=2[CH3:11].[CH3:12]C1C2C(=CC=CC=2)NC=1. No catalyst specified. The product is [CH3:12][N:3]1[C:4]2[C:9](=[CH:8][CH:7]=[CH:6][C:5]=2[CH3:11])[CH:10]=[C:2]1[CH3:1]. The yield is 0.870. (3) The reactants are [OH:1][C:2]1[CH:3]=[CH:4][C:5]2[C:6]3[N:7]([CH2:23][CH2:24][N:25]=3)[C:8]([NH:14][C:15]([C:17]3[CH:18]=[N:19][CH:20]=[CH:21][CH:22]=3)=[O:16])=[N:9][C:10]=2[C:11]=1[O:12][CH3:13].C(O)(C(F)(F)F)=O.C(=O)([O-])[O-].[Cs+].[Cs+].CS(O[CH2:44][C@@H:45]1[O:47][CH2:46]1)(=O)=O. The catalyst is CN(C=O)C. The product is [CH3:13][O:12][C:11]1[C:10]2[N:9]=[C:8]([NH:14][C:15](=[O:16])[C:17]3[CH:22]=[CH:21][CH:20]=[N:19][CH:18]=3)[N:7]3[CH2:23][CH2:24][N:25]=[C:6]3[C:5]=2[CH:4]=[CH:3][C:2]=1[O:1][CH2:44][C@H:45]1[CH2:46][O:47]1. The yield is 0.690. (4) The reactants are [F:1][C:2]1[CH:3]=[C:4]([N:9]2[CH2:13][C@H:12]([CH2:14][N:15]3[CH:19]=[C:18]([CH3:20])[N:17]=[N:16]3)[O:11][C:10]2=[O:21])[CH:5]=[CH:6][C:7]=1I.[O:22]=[S:23]1(=[O:45])[CH2:28][CH:27]=[C:26](C2C(F)=CC(N3C[C@H](CN)OC3=O)=CC=2F)C[CH2:24]1.[F-].[K+].C(OCC)(=O)C. The catalyst is CN1CCCC1=O.[Cu]I.C1C=CC([P]([Pd]([P](C2C=CC=CC=2)(C2C=CC=CC=2)C2C=CC=CC=2)([P](C2C=CC=CC=2)(C2C=CC=CC=2)C2C=CC=CC=2)[P](C2C=CC=CC=2)(C2C=CC=CC=2)C2C=CC=CC=2)(C2C=CC=CC=2)C2C=CC=CC=2)=CC=1. The product is [O:45]=[S:23]1(=[O:22])[CH2:24][CH:26]=[C:27]([C:7]2[CH:6]=[CH:5][C:4]([N:9]3[CH2:13][C@H:12]([CH2:14][N:15]4[CH:19]=[C:18]([CH3:20])[N:17]=[N:16]4)[O:11][C:10]3=[O:21])=[CH:3][C:2]=2[F:1])[CH2:28]1. The yield is 0.100. (5) The reactants are [Si:1]([O:8][C@@H:9]([C:25]1[CH:30]=[CH:29][CH:28]=[CH:27][C:26]=1[C:31]1[CH:36]=[CH:35][C:34]([Cl:37])=[CH:33][CH:32]=1)[CH:10]1[CH2:15][CH2:14][N:13]([C:16]2[CH:24]=[CH:23][C:19]([C:20](O)=[O:21])=[CH:18][CH:17]=2)[CH2:12][CH2:11]1)([C:4]([CH3:7])([CH3:6])[CH3:5])([CH3:3])[CH3:2].[Si:38]([O:55][CH2:56][C@@H:57]1[N:62]([CH2:63][CH2:64][C@@H:65]([NH:74][C:75]2[CH:80]=[CH:79][C:78]([S:81]([NH2:84])(=[O:83])=[O:82])=[CH:77][C:76]=2[S:85]([C:88]([F:91])([F:90])[F:89])(=[O:87])=[O:86])[CH2:66][S:67][C:68]2[CH:73]=[CH:72][CH:71]=[CH:70][CH:69]=2)[CH2:61][CH2:60][O:59][CH2:58]1)([C:51]([CH3:54])([CH3:53])[CH3:52])([C:45]1[CH:50]=[CH:49][CH:48]=[CH:47][CH:46]=1)[C:39]1[CH:44]=[CH:43][CH:42]=[CH:41][CH:40]=1. No catalyst specified. The product is [Si:1]([O:8][C@@H:9]([C:25]1[CH:30]=[CH:29][CH:28]=[CH:27][C:26]=1[C:31]1[CH:36]=[CH:35][C:34]([Cl:37])=[CH:33][CH:32]=1)[CH:10]1[CH2:15][CH2:14][N:13]([C:16]2[CH:24]=[CH:23][C:19]([C:20]([NH:84][S:81]([C:78]3[CH:79]=[CH:80][C:75]([NH:74][C@H:65]([CH2:64][CH2:63][N:62]4[CH2:61][CH2:60][O:59][CH2:58][C@@H:57]4[CH2:56][O:55][Si:38]([C:51]([CH3:52])([CH3:53])[CH3:54])([C:45]4[CH:46]=[CH:47][CH:48]=[CH:49][CH:50]=4)[C:39]4[CH:44]=[CH:43][CH:42]=[CH:41][CH:40]=4)[CH2:66][S:67][C:68]4[CH:73]=[CH:72][CH:71]=[CH:70][CH:69]=4)=[C:76]([S:85]([C:88]([F:89])([F:90])[F:91])(=[O:86])=[O:87])[CH:77]=3)(=[O:83])=[O:82])=[O:21])=[CH:18][CH:17]=2)[CH2:12][CH2:11]1)([C:4]([CH3:7])([CH3:6])[CH3:5])([CH3:3])[CH3:2]. The yield is 0.770.